Predict the reactants needed to synthesize the given product. From a dataset of Full USPTO retrosynthesis dataset with 1.9M reactions from patents (1976-2016). (1) Given the product [Br:27][C:11]1[S:10][C:9]([CH2:13][OH:14])=[C:8]([C:5]2[CH:6]=[CH:7][C:2]([Cl:1])=[CH:3][CH:4]=2)[CH:12]=1, predict the reactants needed to synthesize it. The reactants are: [Cl:1][C:2]1[CH:7]=[CH:6][C:5]([C:8]2[CH:12]=[CH:11][S:10][C:9]=2[CH2:13][OH:14])=[CH:4][CH:3]=1.CN(C)C=O.C1C(=O)N([Br:27])C(=O)C1. (2) Given the product [C:1]1([C:7]2[CH:12]=[C:11]([C:13]([N:15]3[CH2:16][CH2:17][CH:18]([N:21]4[CH2:26][CH2:25][CH2:24][C@@H:23]([C:27]([N:29]5[CH2:34][CH2:33][N:32]([C:56]([N:50]6[CH2:55][CH2:54][O:53][CH2:52][CH2:51]6)=[O:57])[CH2:31][CH2:30]5)=[O:28])[CH2:22]4)[CH2:19][CH2:20]3)=[O:14])[CH:10]=[C:9]([C:35]3[CH:36]=[CH:37][CH:38]=[CH:39][CH:40]=3)[N:8]=2)[CH:6]=[CH:5][CH:4]=[CH:3][CH:2]=1, predict the reactants needed to synthesize it. The reactants are: [C:1]1([C:7]2[CH:12]=[C:11]([C:13]([N:15]3[CH2:20][CH2:19][CH:18]([N:21]4[CH2:26][CH2:25][CH2:24][C@@H:23]([C:27]([N:29]5[CH2:34][CH2:33][NH:32][CH2:31][CH2:30]5)=[O:28])[CH2:22]4)[CH2:17][CH2:16]3)=[O:14])[CH:10]=[C:9]([C:35]3[CH:40]=[CH:39][CH:38]=[CH:37][CH:36]=3)[N:8]=2)[CH:6]=[CH:5][CH:4]=[CH:3][CH:2]=1.C(N(CC)C(C)C)(C)C.[N:50]1([C:56](Cl)=[O:57])[CH2:55][CH2:54][O:53][CH2:52][CH2:51]1. (3) Given the product [CH3:22][O:21][C:18]1[CH:19]=[C:20]2[C:15](=[CH:16][CH:17]=1)[N:14]=[CH:13][N:12]=[CH:11]2, predict the reactants needed to synthesize it. The reactants are: N1C2C(=CC(O[C:11]3[C:20]4[C:15](=[CH:16][C:17](OC[C@@H]5CO5)=[C:18]([O:21][CH3:22])[CH:19]=4)[N:14]=[CH:13][N:12]=3)=CC=2)C=C1.C(N)(C)C. (4) Given the product [CH3:5][C:6]1[C:2]([CH3:1])=[CH:10][C:9]2[O:11][CH2:12][C:13]3([C:21]4[C:16](=[CH:17][CH:18]=[CH:19][CH:20]=4)[N:15]([CH2:24][C:25]4[CH:30]=[CH:29][CH:28]=[CH:27][N:26]=4)[C:14]3=[O:22])[C:8]=2[CH:7]=1, predict the reactants needed to synthesize it. The reactants are: [CH3:1][C:2]1[C:6]2[CH:7]=[C:8]3[C:13]4([C:21]5[C:16](=[CH:17][CH:18]=[CH:19][CH:20]=5)[NH:15][C:14]4=[O:22])[CH2:12][O:11][C:9]3=[CH:10][C:5]=2ON=1.Br[CH2:24][C:25]1[CH:30]=[CH:29][CH:28]=[CH:27][N:26]=1.BrCC1OC(C(F)(F)F)=CC=1. (5) The reactants are: [Si:1]([O:8][C@@H:9]1[CH2:13][C@@H:12]([NH:14][C:15]2[N:20]=[C:19](Cl)[N:18]=[C:17]([NH:22][C@H:23]3[C:31]4[C:26](=[CH:27][CH:28]=[CH:29][CH:30]=4)[C:25]([CH3:33])([CH3:32])[CH2:24]3)[N:16]=2)[CH2:11][C@@H:10]1[CH2:34][OH:35])([C:4]([CH3:7])([CH3:6])[CH3:5])([CH3:3])[CH3:2]. Given the product [Si:1]([O:8][C@H:9]1[CH2:13][C@H:12]([NH:14][C:15]2[N:16]=[C:17]([NH:22][C@@H:23]3[C:31]4[C:26](=[CH:27][CH:28]=[CH:29][CH:30]=4)[C:25]([CH3:33])([CH3:32])[CH2:24]3)[N:18]=[CH:19][N:20]=2)[CH2:11][C@H:10]1[CH2:34][OH:35])([C:4]([CH3:7])([CH3:6])[CH3:5])([CH3:3])[CH3:2], predict the reactants needed to synthesize it. (6) Given the product [CH2:42]([O:41][C:39]([N:19]1[CH2:20][CH2:21][CH:16]([C:14]([N:12]2[CH2:11][CH:10]([N:22]([C:23](=[O:36])[C:24]3[CH:29]=[CH:28][C:27]([O:30][CH3:31])=[C:26]([C:32]([F:33])([F:34])[F:35])[CH:25]=3)[CH3:37])[CH:9]([C:4]3[CH:5]=[CH:6][C:7]([Cl:8])=[C:2]([Cl:1])[CH:3]=3)[CH2:13]2)=[O:15])[CH2:17][CH2:18]1)=[O:40])[CH3:43], predict the reactants needed to synthesize it. The reactants are: [Cl:1][C:2]1[CH:3]=[C:4]([CH:9]2[CH2:13][N:12]([C:14]([CH:16]3[CH2:21][CH2:20][NH:19][CH2:18][CH2:17]3)=[O:15])[CH2:11][CH:10]2[N:22]([CH3:37])[C:23](=[O:36])[C:24]2[CH:29]=[CH:28][C:27]([O:30][CH3:31])=[C:26]([C:32]([F:35])([F:34])[F:33])[CH:25]=2)[CH:5]=[CH:6][C:7]=1[Cl:8].Cl[C:39]([O:41][CH2:42][CH3:43])=[O:40]. (7) Given the product [Br:28][C:9]1[CH:8]=[C:7]([CH2:6][C@H:2]([N:1]2[CH2:40][CH2:39][N:35]([C:32]3[CH:31]=[CH:30][C:29]([CH3:42])=[CH:34][CH:33]=3)[CH2:36][CH2:37]2)[C:3]([OH:5])=[O:4])[CH:12]=[CH:11][C:10]=1[O:13][CH2:14][CH2:15][C:16]1[N:17]=[C:18]([C:22]2[CH:27]=[CH:26][CH:25]=[CH:24][CH:23]=2)[O:19][C:20]=1[CH3:21], predict the reactants needed to synthesize it. The reactants are: [NH2:1][C@@H:2]([CH2:6][C:7]1[CH:12]=[CH:11][C:10]([O:13][CH2:14][CH2:15][C:16]2[N:17]=[C:18]([C:22]3[CH:27]=[CH:26][CH:25]=[CH:24][CH:23]=3)[O:19][C:20]=2[CH3:21])=[C:9]([Br:28])[CH:8]=1)[C:3]([OH:5])=[O:4].[C:29]1([CH3:42])[CH:34]=[CH:33][C:32]([N:35]([CH2:39][CH2:40]O)[CH2:36][CH2:37]O)=[CH:31][CH:30]=1. (8) The reactants are: [CH2:1]([O:8][CH2:9][C:10]([NH:18]S(C(C)(C)C)=O)([C:12]1[N:16]=[C:15]([CH3:17])[O:14][N:13]=1)[CH3:11])[C:2]1[CH:7]=[CH:6][CH:5]=[CH:4][CH:3]=1.Cl.O1CCOCC1. Given the product [CH2:1]([O:8][CH2:9][C:10]([C:12]1[N:16]=[C:15]([CH3:17])[O:14][N:13]=1)([NH2:18])[CH3:11])[C:2]1[CH:3]=[CH:4][CH:5]=[CH:6][CH:7]=1, predict the reactants needed to synthesize it. (9) Given the product [NH2:40][C:17]1[N:18]=[CH:19][C:20]([C:21]2[CH:22]=[N:23][N:24]([C@H:26]3[CH2:31][CH2:30][C@H:29]([OH:32])[CH2:28][CH2:27]3)[CH:25]=2)=[C:15]2[CH:14]=[C:13]([C:5]3[CH:6]=[C:7]([C:9]([F:10])([F:11])[F:12])[CH:8]=[C:3]([C:2]([F:43])([F:1])[F:42])[CH:4]=3)[O:41][C:16]=12, predict the reactants needed to synthesize it. The reactants are: [F:1][C:2]([F:43])([F:42])[C:3]1[CH:4]=[C:5]([C:13]2[O:41][C:16]3=[C:17]([NH2:40])[N:18]=[CH:19][C:20]([C:21]4[CH:22]=[N:23][N:24]([CH:26]5[CH2:31][CH2:30][CH:29]([O:32][Si](C(C)(C)C)(C)C)[CH2:28][CH2:27]5)[CH:25]=4)=[C:15]3[CH:14]=2)[CH:6]=[C:7]([C:9]([F:12])([F:11])[F:10])[CH:8]=1.[F-].C([N+](CCCC)(CCCC)CCCC)CCC. (10) Given the product [Br:16][C:12]1[N:11]([C:10]2[CH:9]=[CH:8][C:4]([C:5]#[N:7])=[CH:3][C:2]=2[CH3:1])[CH:15]=[CH:14][CH:13]=1, predict the reactants needed to synthesize it. The reactants are: [CH3:1][C:2]1[CH:3]=[C:4]([CH:8]=[CH:9][C:10]=1[N:11]1[CH:15]=[CH:14][CH:13]=[CH:12]1)[C:5]([NH2:7])=O.[Br:16]N1C(=O)CCC1=O.O.